Dataset: Forward reaction prediction with 1.9M reactions from USPTO patents (1976-2016). Task: Predict the product of the given reaction. Given the reactants [C:1]([O:5][C:6]([NH:8][C@H:9]1[C@@:14]([OH:16])([CH3:15])[C@@H:13]([CH3:17])[O:12][C@@H:11]([C:18]2[CH:23]=[CH:22][N:21]=[CH:20][C:19]=2[NH:24][C:25]([C:27]2[N:32]=[C:31]([C:33]3[C:41]([F:42])=[CH:40][C:36]([C:37](O)=[O:38])=[CH:35][C:34]=3[F:43])[C:30]([F:44])=[CH:29][CH:28]=2)=[O:26])[CH2:10]1)=[O:7])([CH3:4])([CH3:3])[CH3:2].Cl.CN.[CH2:48]([N:50](C(C)C)C(C)C)C.N1C2C(=NC=CC=2)N(O)N=1.Cl.C(N=C=NCCCN(C)C)C, predict the reaction product. The product is: [F:43][C:34]1[CH:35]=[C:36]([C:37](=[O:38])[NH:50][CH3:48])[CH:40]=[C:41]([F:42])[C:33]=1[C:31]1[N:32]=[C:27]([C:25]([NH:24][C:19]2[CH:20]=[N:21][CH:22]=[CH:23][C:18]=2[C@@H:11]2[O:12][C@H:13]([CH3:17])[C@:14]([OH:16])([CH3:15])[C@H:9]([NH:8][C:6](=[O:7])[O:5][C:1]([CH3:3])([CH3:2])[CH3:4])[CH2:10]2)=[O:26])[CH:28]=[CH:29][C:30]=1[F:44].